This data is from Catalyst prediction with 721,799 reactions and 888 catalyst types from USPTO. The task is: Predict which catalyst facilitates the given reaction. Reactant: [CH3:1][N:2]1[N:6]=[N:5][C:4]([C:7]2[CH:8]=[C:9]([CH:22]=[CH:23][CH:24]=2)[CH2:10][CH2:11][O:12][CH2:13][CH2:14][C:15]([O:17]C(C)(C)C)=[O:16])=[N:3]1.C(O)(C(F)(F)F)=O. Product: [CH3:1][N:2]1[N:6]=[N:5][C:4]([C:7]2[CH:8]=[C:9]([CH:22]=[CH:23][CH:24]=2)[CH2:10][CH2:11][O:12][CH2:13][CH2:14][C:15]([OH:17])=[O:16])=[N:3]1. The catalyst class is: 2.